This data is from Forward reaction prediction with 1.9M reactions from USPTO patents (1976-2016). The task is: Predict the product of the given reaction. Given the reactants [C:1]([O:6][CH2:7][CH3:8])(=[O:5])[CH:2]([CH3:4])[CH3:3].C[Si]([N-][Si](C)(C)C)(C)C.[Li+].Cl.Cl[CH2:21][C:22]#[C:23][CH2:24][N:25]1[CH2:30][CH2:29][O:28][CH2:27][CH2:26]1, predict the reaction product. The product is: [CH3:3][C:2]([CH3:4])([CH2:21][C:22]#[C:23][CH2:24][N:25]1[CH2:30][CH2:29][O:28][CH2:27][CH2:26]1)[C:1]([O:6][CH2:7][CH3:8])=[O:5].